Dataset: Reaction yield outcomes from USPTO patents with 853,638 reactions. Task: Predict the reaction yield, written as a fraction of the theoretical maximum amount of product (1.0 means a 100% yield; for example, 0.34 means a 34% yield). (1) The reactants are [NH2:1][C:2]1[C:7]([C:8]([NH:10][CH2:11][C:12](=[O:14])[CH3:13])=O)=[C:6]([Cl:15])[N:5]=[CH:4][N:3]=1.CC[N+](S(N=C(OC)[O-])(=O)=O)(CC)CC. The catalyst is C1(C)C=CC=CC=1. The product is [Cl:15][C:6]1[N:5]=[CH:4][N:3]=[C:2]([NH2:1])[C:7]=1[C:8]1[O:14][C:12]([CH3:13])=[CH:11][N:10]=1. The yield is 0.343. (2) The product is [Br:1][C:2]1[N:6]([CH2:8][C:9]2[CH:18]=[CH:17][C:12]([C:13]([O:15][CH3:16])=[O:14])=[CH:11][CH:10]=2)[N:5]=[CH:4][CH:3]=1. The catalyst is C(OCC)(=O)C. The yield is 1.00. The reactants are [Br:1][C:2]1[NH:6][N:5]=[CH:4][CH:3]=1.Br[CH2:8][C:9]1[CH:18]=[CH:17][C:12]([C:13]([O:15][CH3:16])=[O:14])=[CH:11][CH:10]=1.C([O-])([O-])=O.[K+].[K+].CC(=O)CC. (3) The product is [F:1][C:2]1[CH:10]=[CH:9][CH:8]=[C:7]2[C:3]=1[CH2:4][N:5]([C:11]([O:13][C@H:14]1[CH2:51][N:17]3[C:18](=[O:50])[C@@H:19]([NH:42][C:43]([O:45][C:46]([CH3:47])([CH3:49])[CH3:48])=[O:44])[CH2:20][O:21][CH2:22][CH2:23][CH2:24][CH2:25][CH2:26][C@@H:27]4[CH2:32][C@@:28]4([C:33](=[O:41])[NH:34][S:35]([CH:38]4[CH2:40][CH2:39]4)(=[O:36])=[O:37])[NH:29][C:30](=[O:31])[C@@H:16]3[CH2:15]1)=[O:12])[CH2:6]2. The reactants are [F:1][C:2]1[CH:10]=[CH:9][CH:8]=[C:7]2[C:3]=1[CH2:4][N:5]([C:11]([O:13][C@H:14]1[CH2:51][N:17]3[C:18](=[O:50])[C@@H:19]([NH:42][C:43]([O:45][C:46]([CH3:49])([CH3:48])[CH3:47])=[O:44])[CH2:20][O:21][CH2:22][CH2:23][CH2:24][CH:25]=[CH:26][C@@H:27]4[CH2:32][C@@:28]4([C:33](=[O:41])[NH:34][S:35]([CH:38]4[CH2:40][CH2:39]4)(=[O:37])=[O:36])[NH:29][C:30](=[O:31])[C@@H:16]3[CH2:15]1)=[O:12])[CH2:6]2.[H][H].O.S([O-])(O)(=O)=O.[K+]. The catalyst is C(OCC)(=O)C. The yield is 0.530. (4) The reactants are [N:1]1[CH:6]=[CH:5][CH:4]=[C:3]([C:7]2[C:8]3[CH:15]=[CH:14][C:13]([OH:16])=[CH:12][C:9]=3[S:10][CH:11]=2)[CH:2]=1.[CH2:17](Br)[CH3:18].C(=O)([O-])[O-].[K+].[K+]. The catalyst is CN(C=O)C.C(OCC)(=O)C. The product is [CH2:17]([O:16][C:13]1[CH:14]=[CH:15][C:8]2[C:7]([C:3]3[CH:2]=[N:1][CH:6]=[CH:5][CH:4]=3)=[CH:11][S:10][C:9]=2[CH:12]=1)[CH3:18]. The yield is 0.850. (5) The reactants are [NH2:1][C:2]1[CH:3]=[C:4]([N:8]([CH3:24])[C:9]2[N:14]=[C:13]3[S:15][C:16]([NH:18][C:19]([CH:21]4[CH2:23][CH2:22]4)=[O:20])=[N:17][C:12]3=[CH:11][CH:10]=2)[CH:5]=[CH:6][CH:7]=1.[N:25]([C:28]1[CH:33]=[CH:32][C:31]([C:34]([F:37])([F:36])[F:35])=[CH:30][CH:29]=1)=[C:26]=[O:27].C(=O)([O-])O.[Na+]. The catalyst is CN(C)C=O. The product is [CH3:24][N:8]([C:4]1[CH:5]=[CH:6][CH:7]=[C:2]([NH:1][C:26](=[O:27])[NH:25][C:28]2[CH:33]=[CH:32][C:31]([C:34]([F:35])([F:37])[F:36])=[CH:30][CH:29]=2)[CH:3]=1)[C:9]1[N:14]=[C:13]2[S:15][C:16]([NH:18][C:19]([CH:21]3[CH2:22][CH2:23]3)=[O:20])=[N:17][C:12]2=[CH:11][CH:10]=1. The yield is 0.630. (6) The reactants are [NH:1]1[CH2:5][CH2:4][N:3]=[C:2]1[C:6]1[C:7]([O:24][CH3:25])=[CH:8][C:9]([CH:21]([CH3:23])[CH3:22])=[C:10]([CH:20]=1)[O:11][C:12]1[C:13]([NH2:19])=[N:14][C:15]([NH2:18])=[N:16][CH:17]=1.[Mn]([O-])([O-])(=O)=O.[Ba+2]. The catalyst is C(Cl)Cl. The product is [NH:3]1[CH:4]=[CH:5][N:1]=[C:2]1[C:6]1[C:7]([O:24][CH3:25])=[CH:8][C:9]([CH:21]([CH3:23])[CH3:22])=[C:10]([CH:20]=1)[O:11][C:12]1[C:13]([NH2:19])=[N:14][C:15]([NH2:18])=[N:16][CH:17]=1. The yield is 0.410.